This data is from Forward reaction prediction with 1.9M reactions from USPTO patents (1976-2016). The task is: Predict the product of the given reaction. (1) Given the reactants [OH-].[NH4+:2].F[C:4]1[CH:5]=[CH:6][C:7]([C:12]([F:15])([F:14])[F:13])=[C:8]([CH:11]=1)[C:9]#[N:10], predict the reaction product. The product is: [NH2:2][C:4]1[CH:5]=[CH:6][C:7]([C:12]([F:15])([F:14])[F:13])=[C:8]([CH:11]=1)[C:9]#[N:10]. (2) Given the reactants [CH3:1][N:2]1[C:6]([NH2:7])=[CH:5][C:4]([C:8]2[CH:13]=[CH:12][N:11]=[CH:10][CH:9]=2)=[N:3]1.Cl.N(C[C:18]([O:20][CH2:21]C)=[O:19])N, predict the reaction product. The product is: [NH2:7][C:6]1[N:2]([CH2:1][C:18]([O:20][CH3:21])=[O:19])[N:3]=[C:4]([C:8]2[CH:13]=[CH:12][N:11]=[CH:10][CH:9]=2)[CH:5]=1.